From a dataset of Reaction yield outcomes from USPTO patents with 853,638 reactions. Predict the reaction yield, written as a fraction of the theoretical maximum amount of product (1.0 means a 100% yield; for example, 0.34 means a 34% yield). (1) The reactants are [NH:1]1[C:5](=[O:6])[CH2:4][CH:3]2[CH2:7][CH:8]3[C:13]([CH:2]12)=[CH:12][CH2:11][CH2:10][CH2:9]3.OS(C(F)(F)F)(=O)=O. No catalyst specified. The product is [NH:1]1[C:5](=[O:6])[CH2:4][CH:3]2[CH2:7][C:8]3[CH2:9][CH2:10][CH2:11][CH2:12][C:13]=3[CH:2]12. The yield is 0.530. (2) The reactants are [CH3:1][C:2]1([CH3:17])[O:6][C@@H:5]([C:7](Cl)=[N:8]OS(C)(=O)=O)[C:4]([CH3:16])([CH3:15])[O:3]1.[S-:18][C:19]#[N:20].[Na+].N1C=CC=CC=1.[N:28]1[CH:33]=[CH:32][CH:31]=[CH:30][C:29]=1[S:34][C:35]1[CH:36]=[C:37]([O:42][C:43]2[C:44]([CH3:50])=[N:45][N:46]([CH3:49])[C:47]=2[CH3:48])[C:38]([NH2:41])=[N:39][CH:40]=1. The catalyst is O.C(#N)C. The product is [N:28]1[CH:33]=[CH:32][CH:31]=[CH:30][C:29]=1[S:34][C:35]1[CH:36]=[C:37]([O:42][C:43]2[C:44]([CH3:50])=[N:45][N:46]([CH3:49])[C:47]=2[CH3:48])[C:38]([NH:41][C:19]2[S:18][N:8]=[C:7]([C@H:5]3[C:4]([CH3:15])([CH3:16])[O:3][C:2]([CH3:1])([CH3:17])[O:6]3)[N:20]=2)=[N:39][CH:40]=1. The yield is 0.565. (3) The reactants are [NH:1]1[C:9]2[C:4](=[CH:5][CH:6]=[C:7]([CH:10]=[O:11])[CH:8]=2)[CH:3]=[CH:2]1.C(N(CC)CC)C.[C:19](O[C:19]([O:21][C:22]([CH3:25])([CH3:24])[CH3:23])=[O:20])([O:21][C:22]([CH3:25])([CH3:24])[CH3:23])=[O:20]. The catalyst is C(Cl)Cl.CN(C)C1C=CN=CC=1. The product is [CH:10]([C:7]1[CH:8]=[C:9]2[C:4]([CH:3]=[CH:2][N:1]2[C:19]([O:21][C:22]([CH3:25])([CH3:24])[CH3:23])=[O:20])=[CH:5][CH:6]=1)=[O:11]. The yield is 0.720. (4) The reactants are [C:1]([OH:5])([CH3:4])([CH3:3])[CH3:2].CCN=C=NCCCN(C)C.[Br:17][C:18]1[C:26]([CH3:27])=[CH:25][C:21]([C:22](O)=[O:23])=[CH:20][C:19]=1[CH3:28]. The catalyst is CN(C)C1C=CN=CC=1.ClCCl. The product is [C:1]([O:5][C:22](=[O:23])[C:21]1[CH:25]=[C:26]([CH3:27])[C:18]([Br:17])=[C:19]([CH3:28])[CH:20]=1)([CH3:4])([CH3:3])[CH3:2]. The yield is 0.700. (5) The reactants are Cl[C:2]1[N:7]=[C:6]([N:8]2[CH2:13][CH2:12][N:11]([C:14]3[C:15]([CH3:27])=[C:16]([CH3:26])[C:17]4[O:21][C:20]([CH3:23])([CH3:22])[CH2:19][C:18]=4[C:24]=3[CH3:25])[CH2:10][CH2:9]2)[CH:5]=[CH:4][N:3]=1.[CH3:28][O:29][C:30]1[CH:35]=[CH:34][C:33](OB([O-])[O-])=[CH:32][CH:31]=1. No catalyst specified. The product is [CH3:28][O:29][C:30]1[CH:35]=[CH:34][C:33]([C:2]2[N:7]=[C:6]([N:8]3[CH2:13][CH2:12][N:11]([C:14]4[C:15]([CH3:27])=[C:16]([CH3:26])[C:17]5[O:21][C:20]([CH3:23])([CH3:22])[CH2:19][C:18]=5[C:24]=4[CH3:25])[CH2:10][CH2:9]3)[CH:5]=[CH:4][N:3]=2)=[CH:32][CH:31]=1. The yield is 0.120.